Dataset: Forward reaction prediction with 1.9M reactions from USPTO patents (1976-2016). Task: Predict the product of the given reaction. (1) Given the reactants [C:1]([N:4]1[C:13]2[C:8](=[CH:9][C:10]([C:14]([NH:16][CH3:17])=[O:15])=[CH:11][CH:12]=2)[CH:7]([NH2:18])[CH:6]([CH3:19])[CH:5]1[CH2:20][CH3:21])(=[O:3])[CH3:2].Cl[C:23]1[CH:30]=[CH:29][C:26]([C:27]#[N:28])=[CH:25][N:24]=1.CCN(C(C)C)C(C)C, predict the reaction product. The product is: [C:1]([N:4]1[C:13]2[C:8](=[CH:9][C:10]([C:14]([NH:16][CH3:17])=[O:15])=[CH:11][CH:12]=2)[CH:7]([NH:18][C:23]2[CH:30]=[CH:29][C:26]([C:27]#[N:28])=[CH:25][N:24]=2)[CH:6]([CH3:19])[CH:5]1[CH2:20][CH3:21])(=[O:3])[CH3:2]. (2) Given the reactants [CH3:1][O:2][C:3]1[CH:12]=[C:11]2[C:6]([C:7]([NH:13][C:14]3[CH:15]=[C:16]([NH2:21])[CH:17]=[CH:18][C:19]=3[CH3:20])=[N:8][CH:9]=[N:10]2)=[CH:5][CH:4]=1.[C:22]([C:24]([C:27]1[CH:28]=[C:29]([CH:33]=[CH:34][N:35]=1)[C:30](O)=[O:31])([CH3:26])[CH3:25])#[N:23].CN(C(ON1N=NC2C=CC=NC1=2)=[N+](C)C)C.F[P-](F)(F)(F)(F)F.CCN(C(C)C)C(C)C, predict the reaction product. The product is: [C:22]([C:24]([CH3:26])([CH3:25])[C:27]1[CH:28]=[C:29]([CH:33]=[CH:34][N:35]=1)[C:30]([NH:21][C:16]1[CH:17]=[CH:18][C:19]([CH3:20])=[C:14]([NH:13][C:7]2[C:6]3[C:11](=[CH:12][C:3]([O:2][CH3:1])=[CH:4][CH:5]=3)[N:10]=[CH:9][N:8]=2)[CH:15]=1)=[O:31])#[N:23]. (3) Given the reactants [Cl:1][C:2]1[CH:10]=[C:9]([F:11])[C:8]([N+:12]([O-:14])=[O:13])=[CH:7][C:3]=1[C:4](Cl)=[O:5].[CH:15]1([NH2:20])[CH2:19][CH2:18][CH2:17][CH2:16]1, predict the reaction product. The product is: [Cl:1][C:2]1[CH:10]=[C:9]([F:11])[C:8]([N+:12]([O-:14])=[O:13])=[CH:7][C:3]=1[C:4]([NH:20][CH:15]1[CH2:19][CH2:18][CH2:17][CH2:16]1)=[O:5].[Cl:1][C:2]1[CH:10]=[C:9]([NH:20][CH:15]2[CH2:19][CH2:18][CH2:17][CH2:16]2)[C:8]([N+:12]([O-:14])=[O:13])=[CH:7][C:3]=1[C:4]([NH:20][CH:15]1[CH2:19][CH2:18][CH2:17][CH2:16]1)=[O:5]. (4) Given the reactants Cl.[NH2:2][C@@H:3]([CH2:16][C:17]1[C:18]2[CH:25]=[CH:24][CH:23]=[CH:22][C:19]=2[S:20][CH:21]=1)[C:4]([NH:6][CH:7]1[CH2:15][C:14]2[C:9](=[CH:10][CH:11]=[CH:12][CH:13]=2)[CH2:8]1)=[O:5].[CH2:26]([O:28][C:29]([CH2:31][C@@H:32]([CH2:36][CH2:37][CH2:38][CH3:39])[C:33](O)=[O:34])=[O:30])[CH3:27].C(Cl)CCl.C1C=CC2N(O)N=NC=2C=1.CN1CCOCC1, predict the reaction product. The product is: [S:20]1[CH:21]=[C:17]([CH2:16][C@H:3]([NH:2][C:33]([C@H:32]([CH2:36][CH2:37][CH2:38][CH3:39])[CH2:31][C:29]([O:28][CH2:26][CH3:27])=[O:30])=[O:34])[C:4](=[O:5])[NH:6][CH:7]2[CH2:15][C:14]3[C:9](=[CH:10][CH:11]=[CH:12][CH:13]=3)[CH2:8]2)[C:18]2[CH:25]=[CH:24][CH:23]=[CH:22][C:19]1=2.